This data is from Forward reaction prediction with 1.9M reactions from USPTO patents (1976-2016). The task is: Predict the product of the given reaction. (1) The product is: [Cl:3][C:4]1[CH:31]=[CH:30][CH:29]=[C:28]([Cl:32])[C:5]=1[C:6]([NH:8][C@H:9]([C:24]([OH:26])=[O:25])[CH2:10][C:11]1[CH:16]=[CH:15][C:14]([O:17][CH:18]2[CH2:19][CH2:20][NH:21][CH2:22][CH2:23]2)=[CH:13][CH:12]=1)=[O:7]. Given the reactants [OH-].[Li+].[Cl:3][C:4]1[CH:31]=[CH:30][CH:29]=[C:28]([Cl:32])[C:5]=1[C:6]([NH:8][C@H:9]([C:24]([O:26]C)=[O:25])[CH2:10][C:11]1[CH:16]=[CH:15][C:14]([O:17][CH:18]2[CH2:23][CH2:22][NH:21][CH2:20][CH2:19]2)=[CH:13][CH:12]=1)=[O:7].Cl, predict the reaction product. (2) The product is: [Cl:1][C:2]1[CH:7]=[CH:6][C:5]([CH:8]2[S:14][CH2:13][CH2:12][NH:11][C:10]3[N:15]([CH3:24])[N:16]=[C:17]([C:18]4[CH:23]=[CH:22][CH:21]=[CH:20][N:19]=4)[C:9]2=3)=[C:4]([CH2:25][CH3:26])[CH:3]=1. Given the reactants [Cl:1][C:2]1[CH:7]=[CH:6][C:5]([CH:8]2[S:14][CH2:13][CH2:12][NH:11][C:10]3[N:15]([CH3:24])[N:16]=[C:17]([C:18]4[CH:23]=[CH:22][CH:21]=[CH:20][N:19]=4)[C:9]2=3)=[C:4]([CH:25]=[CH2:26])[CH:3]=1.C(Cl)Cl.[H][H], predict the reaction product. (3) The product is: [Cl:23][C:24]1[CH:25]=[C:26](/[CH:27]=[CH:28]/[C:29]([N:18]2[CH2:19][CH2:20][N:15]([CH2:14][CH2:13][CH2:12][N:10]3[CH2:9][CH2:8][C:5]4([CH2:6][CH2:7]4)[C@H:4]([OH:3])[CH2:11]3)[C:16](=[O:22])[CH:17]2[CH3:21])=[O:30])[CH:32]=[CH:33][C:34]=1[F:35]. Given the reactants Cl.Cl.[OH:3][C@@H:4]1[CH2:11][N:10]([CH2:12][CH2:13][CH2:14][N:15]2[CH2:20][CH2:19][NH:18][CH:17]([CH3:21])[C:16]2=[O:22])[CH2:9][CH2:8][C:5]21[CH2:7][CH2:6]2.[Cl:23][C:24]1[CH:25]=[C:26]([CH:32]=[CH:33][C:34]=1[F:35])[CH:27]=[CH:28][C:29](O)=[O:30].C(N(CC)CC)C.F[P-](F)(F)(F)(F)F.N1(OC(N(C)C)=[N+](C)C)C2N=CC=CC=2N=N1, predict the reaction product. (4) Given the reactants [C:1]1(/[CH:7]=[CH:8]/B(O)O)[CH:6]=[CH:5][CH:4]=[CH:3][CH:2]=1.[CH3:12][O:13][C:14](=[O:32])[C:15]1[C:20](Br)=[CH:19][C:18]([F:22])=[C:17]([F:23])[C:16]=1[NH:24][C:25]1[CH:30]=[CH:29][CH:28]=[CH:27][C:26]=1[Cl:31], predict the reaction product. The product is: [CH3:12][O:13][C:14](=[O:32])[C:15]1[C:20]([CH:8]=[CH:7][C:1]2[CH:6]=[CH:5][CH:4]=[CH:3][CH:2]=2)=[CH:19][C:18]([F:22])=[C:17]([F:23])[C:16]=1[NH:24][C:25]1[CH:30]=[CH:29][CH:28]=[CH:27][C:26]=1[Cl:31].